Predict the product of the given reaction. From a dataset of Forward reaction prediction with 1.9M reactions from USPTO patents (1976-2016). (1) Given the reactants [NH2:1][C:2]1[C:3]([C:13]([OH:15])=O)=[N:4][C:5]([Br:12])=[C:6]([C:8]([F:11])([F:10])[F:9])[N:7]=1.CCN(C(C)C)C(C)C.CN(C(ON1N=[N:40][C:35]2C=[CH:37][CH:38]=[N:39][C:34]1=2)=[N+](C)C)C.F[P-](F)(F)(F)(F)F.[CH3:49][CH2:50][O:51]C(C)=O, predict the reaction product. The product is: [NH2:1][C:2]1[C:3]([C:13]([NH:40][CH2:35][CH2:34][N:39]2[CH2:38][CH2:37][O:51][CH2:50][CH2:49]2)=[O:15])=[N:4][C:5]([Br:12])=[C:6]([C:8]([F:9])([F:10])[F:11])[N:7]=1. (2) Given the reactants [CH:1]1([C@H:4]([C:10]2[CH:15]=[CH:14][C:13]([O:16][CH2:17][C:18]3[CH:19]=[C:20]([C:28]4[CH:33]=[C:32]([O:34][CH3:35])[CH:31]=[CH:30][C:29]=4[F:36])[C:21]([C:24]([CH3:27])([CH3:26])[CH3:25])=[CH:22][CH:23]=3)=[CH:12][CH:11]=2)[CH2:5][C:6]([O:8]C)=[O:7])[CH2:3][CH2:2]1.[Li+].[OH-], predict the reaction product. The product is: [CH:1]1([C@@H:4]([C:10]2[CH:15]=[CH:14][C:13]([O:16][CH2:17][C:18]3[CH:19]=[C:20]([C:28]4[CH:33]=[C:32]([O:34][CH3:35])[CH:31]=[CH:30][C:29]=4[F:36])[C:21]([C:24]([CH3:25])([CH3:26])[CH3:27])=[CH:22][CH:23]=3)=[CH:12][CH:11]=2)[CH2:5][C:6]([OH:8])=[O:7])[CH2:2][CH2:3]1.